Regression/Classification. Given a drug SMILES string, predict its absorption, distribution, metabolism, or excretion properties. Task type varies by dataset: regression for continuous measurements (e.g., permeability, clearance, half-life) or binary classification for categorical outcomes (e.g., BBB penetration, CYP inhibition). Dataset: cyp2d6_veith. From a dataset of CYP2D6 inhibition data for predicting drug metabolism from PubChem BioAssay. (1) The molecule is FC(F)(F)c1ccccc1-c1ccc2ncnc(NCc3cccs3)c2c1. The result is 1 (inhibitor). (2) The molecule is COc1ccc(-n2nc3cc(C)c(NC(=S)NC(=O)c4ccccc4C)cc3n2)cc1. The result is 0 (non-inhibitor). (3) The drug is Cn1cccc1CC(=O)N/N=C\c1cccs1. The result is 0 (non-inhibitor). (4) The drug is Cc1cccc(NC(=O)c2cc(=O)c3ccccc3o2)n1. The result is 0 (non-inhibitor). (5) The molecule is O=C(c1cc(Br)ccc1O)c1cc(Br)ccc1O. The result is 0 (non-inhibitor). (6) The compound is COCCn1c(=O)c(-c2ccc(Cl)cc2)nc2cnc(N3CCNCC3)nc21. The result is 0 (non-inhibitor).